This data is from Reaction yield outcomes from USPTO patents with 853,638 reactions. The task is: Predict the reaction yield, written as a fraction of the theoretical maximum amount of product (1.0 means a 100% yield; for example, 0.34 means a 34% yield). (1) The reactants are [Cl-].[NH4+:2].C[Al](C)C.[Cl:7][C:8]1[CH:13]=[CH:12][C:11]([NH:14][C:15]([NH:17][C:18]2[CH:23]=[CH:22][C:21]([O:24][C:25]3[CH:30]=[CH:29][N:28]=[C:27]([C:31]#[N:32])[CH:26]=3)=[CH:20][CH:19]=2)=[O:16])=[CH:10][C:9]=1[C:33]([F:36])([F:35])[F:34]. The catalyst is C1(C)C=CC=CC=1. The product is [Cl:7][C:8]1[CH:13]=[CH:12][C:11]([NH:14][C:15]([NH:17][C:18]2[CH:23]=[CH:22][C:21]([O:24][C:25]3[CH:30]=[CH:29][N:28]=[C:27]([C:31](=[NH:2])[NH2:32])[CH:26]=3)=[CH:20][CH:19]=2)=[O:16])=[CH:10][C:9]=1[C:33]([F:36])([F:34])[F:35]. The yield is 0.170. (2) The reactants are [C:1]([C:3]1[CH:8]=[CH:7][C:6]([C@@H:9]2[CH2:11][C@H:10]2[C:12]([OH:14])=O)=[CH:5][CH:4]=1)#[N:2].[CH2:15](N(C(C)C)C(C)C)[CH3:16].CN(C(ON1N=[N:39][C:34]2[CH:35]=[CH:36][CH:37]=[N:38][C:33]1=2)=[N+](C)C)C.F[P-](F)(F)(F)(F)F.[CH3:48]O. The catalyst is CN(C=O)C.C(Cl)Cl. The product is [CH:37]1([N:38]2[CH2:33][CH2:34][N:39]([C:12]([C@@H:10]3[CH2:11][C@H:9]3[C:6]3[CH:5]=[CH:4][C:3]([C:1]#[N:2])=[CH:8][CH:7]=3)=[O:14])[CH2:16][CH2:15]2)[CH2:36][CH2:35][CH2:48]1. The yield is 0.688. (3) The yield is 0.960. The product is [CH2:25]([CH2:37][CH2:38][CH2:18][NH:15][CH2:12][C:11]([O:10][CH2:34][CH3:35])=[O:13])[C:26]1[CH:27]=[CH:28][CH:29]=[CH:30][CH:31]=1. The catalyst is C(Cl)Cl. The reactants are C(O[BH-]([O:10][C:11](=[O:13])[CH3:12])OC(=O)C)(=O)C.C[N+:15]([CH3:18])(C)C.C(OC(=O)CN[CH2:25][C:26]1[CH:31]=[CH:30][CH:29]=[CH:28][CH:27]=1)C.C(=O)[CH2:34][CH3:35].[C:37](O)(=O)[CH3:38]. (4) The reactants are Cl[C:2]1[CH:3]=[CH:4][C:5]2[N:6]=[C:7]([NH:18][CH2:19][C:20]3[CH:21]=[C:22]([S:26]([NH2:29])(=[O:28])=[O:27])[CH:23]=[CH:24][CH:25]=3)[N:8]=[C:9]([NH:12][CH2:13][C:14]([F:17])([F:16])[F:15])[C:10]=2[N:11]=1.[CH3:30][S:31]([C:34]1[CH:35]=[C:36](B(O)O)[CH:37]=[CH:38][CH:39]=1)(=[O:33])=[O:32].C(=O)([O-])[O-].[K+].[K+]. The catalyst is COCCOC.O. The product is [CH3:30][S:31]([C:34]1[CH:39]=[C:38]([C:2]2[CH:3]=[CH:4][C:5]3[N:6]=[C:7]([NH:18][CH2:19][C:20]4[CH:21]=[C:22]([S:26]([NH2:29])(=[O:28])=[O:27])[CH:23]=[CH:24][CH:25]=4)[N:8]=[C:9]([NH:12][CH2:13][C:14]([F:17])([F:15])[F:16])[C:10]=3[N:11]=2)[CH:37]=[CH:36][CH:35]=1)(=[O:33])=[O:32]. The yield is 0.410. (5) The reactants are [Cl-].O[NH3+:3].[C:4](=[O:7])([O-])[OH:5].[Na+].CS(C)=O.[CH2:13]([C:17]1[N:18]=[C:19]([CH3:47])[N:20]([C:39]2[CH:44]=[C:43]([Cl:45])[CH:42]=[C:41]([Cl:46])[CH:40]=2)[C:21](=[O:38])[C:22]=1[CH2:23][C:24]1[CH:29]=[CH:28][C:27]([C:30]2[C:31]([C:36]#[N:37])=[CH:32][CH:33]=[CH:34][CH:35]=2)=[CH:26][CH:25]=1)[CH2:14][CH2:15][CH3:16]. The catalyst is O.C(OCC)(=O)C. The product is [CH2:13]([C:17]1[N:18]=[C:19]([CH3:47])[N:20]([C:39]2[CH:40]=[C:41]([Cl:46])[CH:42]=[C:43]([Cl:45])[CH:44]=2)[C:21](=[O:38])[C:22]=1[CH2:23][C:24]1[CH:25]=[CH:26][C:27]([C:30]2[CH:35]=[CH:34][CH:33]=[CH:32][C:31]=2[C:36]2[NH:3][C:4](=[O:7])[O:5][N:37]=2)=[CH:28][CH:29]=1)[CH2:14][CH2:15][CH3:16]. The yield is 0.0500. (6) The reactants are [Li+].[Cl-].FC(F)(F)S(O[C:9]([CH:11]([CH2:16][OH:17])[CH2:12][CH:13]([CH3:15])[CH3:14])=[CH2:10])(=O)=O.[Si:20]([CH2:24][Mg]Cl)([CH3:23])([CH3:22])[CH3:21].[NH4+].[Cl-]. The catalyst is CCOCC.C1C=CC([P]([Pd]([P](C2C=CC=CC=2)(C2C=CC=CC=2)C2C=CC=CC=2)([P](C2C=CC=CC=2)(C2C=CC=CC=2)C2C=CC=CC=2)[P](C2C=CC=CC=2)(C2C=CC=CC=2)C2C=CC=CC=2)(C2C=CC=CC=2)C2C=CC=CC=2)=CC=1. The product is [CH3:14][CH:13]([CH3:15])[CH2:12][CH:11]([C:9]([CH2:21][Si:20]([CH3:24])([CH3:23])[CH3:22])=[CH2:10])[CH2:16][OH:17]. The yield is 0.940.